This data is from Reaction yield outcomes from USPTO patents with 853,638 reactions. The task is: Predict the reaction yield, written as a fraction of the theoretical maximum amount of product (1.0 means a 100% yield; for example, 0.34 means a 34% yield). The reactants are [NH2:1][C:2]1[CH:3]=[C:4]([N:47]2[CH2:52][CH2:51][N:50]([C:53]([O:55][C:56]([CH3:59])([CH3:58])[CH3:57])=[O:54])[CH2:49][CH2:48]2)[CH:5]=[CH:6][C:7]=1[N:8]([C:40]([O:42][C:43]([CH3:46])([CH3:45])[CH3:44])=[O:41])[C:9]1[CH:14]=[C:13]([N:15]([CH3:39])[C:16]([N:18]([C:27]2[C:32]([Cl:33])=[C:31]([O:34][CH3:35])[CH:30]=[C:29]([O:36][CH3:37])[C:28]=2[Cl:38])[CH2:19][O:20][CH2:21][CH2:22][Si:23]([CH3:26])([CH3:25])[CH3:24])=[O:17])[N:12]=[CH:11][N:10]=1.CCN(C(C)C)C(C)C.[C:69](Cl)(=[O:72])[CH:70]=[CH2:71].CCOC(C)=O. The catalyst is C1COCC1.[Cl-].[Na+].O. The product is [C:69]([NH:1][C:2]1[CH:3]=[C:4]([N:47]2[CH2:52][CH2:51][N:50]([C:53]([O:55][C:56]([CH3:59])([CH3:58])[CH3:57])=[O:54])[CH2:49][CH2:48]2)[CH:5]=[CH:6][C:7]=1[N:8]([C:40]([O:42][C:43]([CH3:46])([CH3:45])[CH3:44])=[O:41])[C:9]1[CH:14]=[C:13]([N:15]([CH3:39])[C:16]([N:18]([C:27]2[C:28]([Cl:38])=[C:29]([O:36][CH3:37])[CH:30]=[C:31]([O:34][CH3:35])[C:32]=2[Cl:33])[CH2:19][O:20][CH2:21][CH2:22][Si:23]([CH3:26])([CH3:24])[CH3:25])=[O:17])[N:12]=[CH:11][N:10]=1)(=[O:72])[CH:70]=[CH2:71]. The yield is 0.470.